From a dataset of Peptide-MHC class I binding affinity with 185,985 pairs from IEDB/IMGT. Regression. Given a peptide amino acid sequence and an MHC pseudo amino acid sequence, predict their binding affinity value. This is MHC class I binding data. (1) The peptide sequence is ETFGFEIQSY. The MHC is HLA-A68:02 with pseudo-sequence HLA-A68:02. The binding affinity (normalized) is 0.567. (2) The peptide sequence is DLVKSYSLIR. The MHC is HLA-A31:01 with pseudo-sequence HLA-A31:01. The binding affinity (normalized) is 0.524. (3) The peptide sequence is EEPAALLPLS. The MHC is HLA-B40:02 with pseudo-sequence HLA-B40:02. The binding affinity (normalized) is 0.376.